This data is from CYP1A2 inhibition data for predicting drug metabolism from PubChem BioAssay. The task is: Regression/Classification. Given a drug SMILES string, predict its absorption, distribution, metabolism, or excretion properties. Task type varies by dataset: regression for continuous measurements (e.g., permeability, clearance, half-life) or binary classification for categorical outcomes (e.g., BBB penetration, CYP inhibition). Dataset: cyp1a2_veith. (1) The molecule is CCN1C(=O)[C@H]2CC[C@H]3/C(=N\O[C@@H](C)c4cc(-c5c(C)cc(C)cc5C)no4)C[C@@H](O)[C@@H](O)[C@@H]3[C@@H]2C1=O. The result is 0 (non-inhibitor). (2) The drug is COC(=O)c1cccc(-n2[nH]nnc2=S)c1. The result is 1 (inhibitor). (3) The drug is c1ccc2c(NCCN3CCOCC3)nc(-c3ccc4c(c3)OCO4)nc2c1. The result is 1 (inhibitor).